This data is from Experimentally validated miRNA-target interactions with 360,000+ pairs, plus equal number of negative samples. The task is: Binary Classification. Given a miRNA mature sequence and a target amino acid sequence, predict their likelihood of interaction. (1) The miRNA is hsa-miR-518c-3p with sequence CAAAGCGCUUCUCUUUAGAGUGU. The protein sequence of the target gene is MATGTQQKENTLLHLFAGGCGGTVGAIFTCPLEVIKTRLQSSRLALRTVYYPQVHLGTISGAGMVRPTSVTPGLLQVLKSILEKEGPKSLFRGLGPNLVGVAPSRAVYFACYSKAKEQFNGIFVPNSNTVHILSAGSAAFVTNTLMNPIWMVKTRMQLERKVRGCKQMNTLQCARRVYQTEGVRGFYRGLTASYAGISETIICFAIYESLKKCLKDAPIVSSTDGAEKSSSGFFGLMAAAAVSKGCASCIAYPHEVIRTRLREEGSKYRSFVQTARLVFREEGYLAFYRGLFAQLIRQIP.... Result: 0 (no interaction). (2) The miRNA is hsa-miR-128-3p with sequence UCACAGUGAACCGGUCUCUUU. The protein sequence of the target gene is MPLPDTMFCAQQIHIPPELPDILKQFTKAAIRTQPADVLRWSAGYFSALSRGDPLPVKDRMEMPTATQKTDTGLTQGLLKVLHKQCHHKRYVELTDLEQKWKNLCLPKEKFKALLQLDPCENKIKWINFLALGCSMLGGSLNTALKHLCEILTDDPEGGPARIPFKTFSYVYRYLARLDSDVSPLETESYLASLKENIDARKNGMIGLSDFFFPKRKLLESIENSEDVGH. Result: 1 (interaction). (3) The miRNA is hsa-miR-579-3p with sequence UUCAUUUGGUAUAAACCGCGAUU. The protein sequence of the target gene is MAGAIIENMSTKKLCIVGGILLVFQIIAFLVGGLIAPGPTTAVSYMSVKCVDARKNHHKTKWFVPWGPNHCDKIRDIEEAIPREIEANDIVFSVHIPLPHMEMSPWFQFMLFILQLDIAFKLNNQIRENAEVSMDVSLAYRDDAFAEWTEMAHERVPRKLKCTFTSPKTPEHEGRYYECDVLPFMEIGSVAHKFYLLNIRLPVNEKKKINVGIGEIKDIRLVGIHQNGGFTKVWFAMKTFLTPSIFIIMVWYWRRITMMSRPPVLLEKVIFALGISMTFINIPVEWFSIGFDWTWMLLFG.... Result: 0 (no interaction). (4) The miRNA is hsa-miR-548ao-5p with sequence AGAAGUAACUACGGUUUUUGCA. The protein sequence of the target gene is MARPPVPGSVVVPNWHESAEGKEYLACILRKNRRRVFGLLERPVLLPPVSIDTASYKIFVSGKSGVGKTALVAKLAGLEVPVVHHETTGIQTTVVFWPAKLQASSRVVMFRFEFWDCGESALKKFDHMLLACMENTDAFLFLFSFTDRASFEDLPGQLARIAGEAPGVVRMVIGSKFDQYMHTDVPERDLTAFRQAWELPLLRVKSVPGRRLADGRTLDGRAGLADVAHILNGLAEQLWHQDQVAAGLLPNPPESAPE. Result: 0 (no interaction).